Dataset: Reaction yield outcomes from USPTO patents with 853,638 reactions. Task: Predict the reaction yield, written as a fraction of the theoretical maximum amount of product (1.0 means a 100% yield; for example, 0.34 means a 34% yield). (1) The reactants are C(O[C:6](=[O:14])[NH:7][CH:8]1[CH2:13][CH2:12][CH2:11][NH:10][CH2:9]1)(C)(C)C.Cl[C:16]1[C:25]2[C:20](=[CH:21][C:22]([O:28][CH3:29])=[C:23]([O:26][CH3:27])[CH:24]=2)[N:19]=[CH:18][N:17]=1.C(OC(=O)NC1CCNC1)(C)(C)C.ClC1C2C(=CC=CC=2)N=CC=1.[CH:54]([C:57]1[CH:62]=[CH:61][C:60]([N:63]=C=O)=[CH:59][CH:58]=1)([CH3:56])[CH3:55]. The catalyst is O1CCOCC1. The product is [CH3:27][O:26][C:23]1[CH:24]=[C:25]2[C:20](=[CH:21][C:22]=1[O:28][CH3:29])[N:19]=[CH:18][N:17]=[C:16]2[N:10]1[CH2:11][CH2:12][CH2:13][CH:8]([NH:7][C:6]([NH:63][C:60]2[CH:61]=[CH:62][C:57]([CH:54]([CH3:56])[CH3:55])=[CH:58][CH:59]=2)=[O:14])[CH2:9]1. The yield is 0.670. (2) The reactants are [C:1](=[O:25])([O:23][CH3:24])[O:2][C:3]1[CH:8]=[C:7]([N+:9]([O-])=O)[C:6]([C:12]#[C:13][CH2:14][CH:15]([CH3:17])[CH3:16])=[CH:5][C:4]=1[CH:18]1[CH2:22][CH2:21][CH2:20][CH2:19]1. The catalyst is C(O)(=O)C.O.CO.[Zn]. The product is [C:1](=[O:25])([O:23][CH3:24])[O:2][C:3]1[CH:8]=[C:7]([NH2:9])[C:6]([C:12]#[C:13][CH2:14][CH:15]([CH3:17])[CH3:16])=[CH:5][C:4]=1[CH:18]1[CH2:19][CH2:20][CH2:21][CH2:22]1. The yield is 0.990. (3) The reactants are Cl.[CH2:2]([O:9][C:10]([CH:12]1[CH2:17][CH2:16][NH:15][CH2:14][CH2:13]1)=[O:11])[C:3]1[CH:8]=[CH:7][CH:6]=[CH:5][CH:4]=1.C(N(CC)CC)C.[CH3:25][S:26](Cl)(=[O:28])=[O:27]. The catalyst is CN(C=O)C.O. The product is [CH2:2]([O:9][C:10]([CH:12]1[CH2:17][CH2:16][N:15]([S:26]([CH3:25])(=[O:28])=[O:27])[CH2:14][CH2:13]1)=[O:11])[C:3]1[CH:4]=[CH:5][CH:6]=[CH:7][CH:8]=1. The yield is 0.780. (4) The reactants are [CH3:1][O:2][C:3]1[CH:15]=[CH:14][C:6]2[NH:7][C:8]([S:10]([CH3:13])(=O)=O)=[N:9][C:5]=2[CH:4]=1.SC1[C:22]2[NH:23][C:24](=[O:26])[NH:25][C:21]=2[CH:20]=[C:19]([C:27]([OH:29])=[O:28])[CH:18]=1. No catalyst specified. The product is [CH3:1][O:2][C:3]1[CH:15]=[CH:14][C:6]2[NH:7][C:8]([S:10][C:13]3[C:22]4[NH:23][C:24](=[O:26])[NH:25][C:21]=4[CH:20]=[C:19]([C:27]([OH:29])=[O:28])[CH:18]=3)=[N:9][C:5]=2[CH:4]=1. The yield is 0.980.